From a dataset of Full USPTO retrosynthesis dataset with 1.9M reactions from patents (1976-2016). Predict the reactants needed to synthesize the given product. (1) Given the product [Cl:1][S:2]([C:18]1[C:13]2[NH:14][C:15](=[O:17])[NH:16][C:12]=2[CH:11]=[C:10]([C:8]([OH:9])=[O:7])[CH:19]=1)(=[O:5])=[O:3], predict the reactants needed to synthesize it. The reactants are: [Cl:1][S:2]([OH:5])(=O)=[O:3].C[O:7][C:8]([C:10]1[CH:19]=[CH:18][C:13]2[NH:14][C:15](=[O:17])[NH:16][C:12]=2[CH:11]=1)=[O:9].CO. (2) Given the product [Cl:45][C:46]1[CH:47]=[C:48]2[C:52](=[CH:53][CH:54]=1)[NH:51][C:50]([C:55]([NH:25][CH2:26][C:27]1[CH:32]=[CH:31][C:30]([Cl:33])=[C:29]([O:34][C:35]3[CH:36]=[C:37]([C:38]#[N:39])[CH:40]=[C:41]([Cl:43])[CH:42]=3)[C:28]=1[F:44])=[O:56])=[CH:49]2, predict the reactants needed to synthesize it. The reactants are: CN(C(ON1N=NC2C=CC=NC1=2)=[N+](C)C)C.F[P-](F)(F)(F)(F)F.[NH2:25][CH2:26][C:27]1[C:28]([F:44])=[C:29]([O:34][C:35]2[CH:36]=[C:37]([CH:40]=[C:41]([Cl:43])[CH:42]=2)[C:38]#[N:39])[C:30]([Cl:33])=[CH:31][CH:32]=1.[Cl:45][C:46]1[CH:47]=[C:48]2[C:52](=[CH:53][CH:54]=1)[NH:51][C:50]([C:55](O)=[O:56])=[CH:49]2.CCN(C(C)C)C(C)C. (3) Given the product [C:6]([C:5]([C:11]1[CH:16]=[CH:15][C:14]([O:17][CH3:18])=[C:13]([O:19][CH3:20])[CH:12]=1)([CH:8]([CH3:10])[CH3:9])[CH2:4][CH2:3][CH2:2][N:22]([CH3:21])[CH2:23][CH2:24][C:25]1[CH:26]=[C:27]([CH:34]=[CH:35][CH:36]=1)[C:28]([O:30][CH:31]([CH3:33])[CH3:32])=[O:29])#[N:7], predict the reactants needed to synthesize it. The reactants are: Br[CH2:2][CH2:3][CH2:4][C:5]([C:11]1[CH:16]=[CH:15][C:14]([O:17][CH3:18])=[C:13]([O:19][CH3:20])[CH:12]=1)([CH:8]([CH3:10])[CH3:9])[C:6]#[N:7].[CH3:21][NH:22][CH2:23][CH2:24][C:25]1[CH:26]=[C:27]([CH:34]=[CH:35][CH:36]=1)[C:28]([O:30][CH:31]([CH3:33])[CH3:32])=[O:29]. (4) Given the product [OH:74][C@@H:73]1[C@H:67]2[N:66]([C:64](=[O:65])[C@@H:63]([NH:62][C:56](=[O:58])[C:55]3[CH:54]=[CH:53][C:52]([N:49]4[CH2:48][CH2:47][N:46]([CH2:43][CH2:44][CH3:45])[CH2:51][CH2:50]4)=[CH:60][CH:59]=3)[CH2:75][CH:76]([CH3:78])[CH3:77])[CH2:70][CH2:69][C@H:68]2[O:71][CH2:72]1, predict the reactants needed to synthesize it. The reactants are: CN1CCOCC1.F[P-](F)(F)(F)(F)F.N1(OC(N(C)C)=[N+](C)C)C2C=CC=CC=2N=N1.O.ON1C2C=CC=CC=2N=N1.[CH2:43]([N:46]1[CH2:51][CH2:50][N:49]([C:52]2[CH:60]=[CH:59][C:55]([C:56]([OH:58])=O)=[CH:54][CH:53]=2)[CH2:48][CH2:47]1)[CH2:44][CH3:45].Cl.[NH2:62][C@@H:63]([CH2:75][CH:76]([CH3:78])[CH3:77])[C:64]([N:66]1[CH2:70][CH2:69][C@H:68]2[O:71][CH2:72][C@H:73]([OH:74])[C@@H:67]12)=[O:65]. (5) Given the product [CH2:1]([NH:8][CH2:31][C:28]1[N:16]2[C:17]3[C:22]([N:23]=[C:14]([NH:13][CH2:12][CH2:11][CH2:10][OH:9])[C:15]2=[N:30][CH:29]=1)=[CH:21][C:20]([C:24]([F:26])([F:27])[F:25])=[CH:19][CH:18]=3)[C:2]1[CH:7]=[CH:6][CH:5]=[CH:4][CH:3]=1, predict the reactants needed to synthesize it. The reactants are: [CH2:1]([NH2:8])[C:2]1[CH:7]=[CH:6][CH:5]=[CH:4][CH:3]=1.[OH:9][CH2:10][CH2:11][CH2:12][NH:13][C:14]1[C:15]2[N:16]([C:28]([CH:31]=O)=[CH:29][N:30]=2)[C:17]2[C:22]([N:23]=1)=[CH:21][C:20]([C:24]([F:27])([F:26])[F:25])=[CH:19][CH:18]=2.[BH4-].[Na+]. (6) Given the product [CH2:18]([O:11][C:4]1[CH:5]=[CH:6][C:7]([N+:8]([O-:10])=[O:9])=[C:2]([CH3:1])[CH:3]=1)[CH3:19], predict the reactants needed to synthesize it. The reactants are: [CH3:1][C:2]1[CH:3]=[C:4]([OH:11])[CH:5]=[CH:6][C:7]=1[N+:8]([O-:10])=[O:9].C(=O)([O-])[O-].[K+].[K+].[CH2:18](OS(OCC)(=O)=O)[CH3:19].N. (7) Given the product [F:9][C:10]1[CH:17]=[CH:16][C:15]([O:18][CH3:19])=[CH:14][C:11]=1[CH:12]([C:1]1[CH:6]=[CH:5][CH:4]=[CH:3][CH:2]=1)[OH:13], predict the reactants needed to synthesize it. The reactants are: [C:1]1([Mg]Br)[CH:6]=[CH:5][CH:4]=[CH:3][CH:2]=1.[F:9][C:10]1[CH:17]=[CH:16][C:15]([O:18][CH3:19])=[CH:14][C:11]=1[CH:12]=[O:13].O. (8) Given the product [Cl:1][C:2]1[N:3]=[CH:4][C:5]([C:6]2[NH:18][C:11]3[CH:16]=[CH:15][CH:14]=[CH:13][C:12]=3[N:17]=2)=[CH:9][CH:10]=1, predict the reactants needed to synthesize it. The reactants are: [Cl:1][C:2]1[CH:10]=[CH:9][C:5]([C:6](O)=O)=[CH:4][N:3]=1.[C:11]1([NH2:18])[CH:16]=[CH:15][CH:14]=[CH:13][C:12]=1[NH2:17].C([O-])(O)=O.[Na+]. (9) Given the product [F:1][C:2]1[CH:10]=[C:9]2[C:5]([C:6]([CH3:32])=[CH:7][N:8]2[S:11]([C:14]2[C:23]3[C:18](=[CH:19][CH:20]=[CH:21][CH:22]=3)[C:17]([O:24][CH3:25])=[C:16]([N:26]3[CH2:27][CH2:28][N:29]([CH3:33])[CH2:30][CH2:31]3)[CH:15]=2)(=[O:13])=[O:12])=[CH:4][CH:3]=1, predict the reactants needed to synthesize it. The reactants are: [F:1][C:2]1[CH:10]=[C:9]2[C:5]([C:6]([CH3:32])=[CH:7][N:8]2[S:11]([C:14]2[C:23]3[C:18](=[CH:19][CH:20]=[CH:21][CH:22]=3)[C:17]([O:24][CH3:25])=[C:16]([N:26]3[CH2:31][CH2:30][NH:29][CH2:28][CH2:27]3)[CH:15]=2)(=[O:13])=[O:12])=[CH:4][CH:3]=1.[C:33]([BH3-])#N.[Na+].C=O.